Dataset: Reaction yield outcomes from USPTO patents with 853,638 reactions. Task: Predict the reaction yield, written as a fraction of the theoretical maximum amount of product (1.0 means a 100% yield; for example, 0.34 means a 34% yield). (1) The reactants are CO[C:3]1[CH:4]=[C:5]2C(=[CH:11][C:12]=1OC)N=CC=C2O[C:3]1[CH:12]=[CH:11]C(N)=[CH:5][CH:4]=1.Cl[C:24](Cl)(OC(=O)OC(Cl)(Cl)Cl)Cl.[CH3:35][O:36][C:37]1[CH:38]=[C:39]2[C:44](=[CH:45][C:46]=1[O:47][CH3:48])[N:43]=[CH:42][CH:41]=[C:40]2[O:49][C:50]1[CH:55]=[CH:54][C:53]([NH:56][C:57]([NH:59][CH:60]2[CH2:65][CH2:64][NH:63][CH2:62][CH2:61]2)=[O:58])=[CH:52][CH:51]=1.C(=O)([O-])O.[Na+]. The catalyst is C(N(CC)CC)C.C(Cl)(Cl)Cl. The product is [CH:65]1([CH2:64][N:63]2[CH2:62][CH2:61][CH:60]([NH:59][C:57]([NH:56][C:53]3[CH:54]=[CH:55][C:50]([O:49][C:40]4[C:39]5[C:44](=[CH:45][C:46]([O:47][CH3:48])=[C:37]([O:36][CH3:35])[CH:38]=5)[N:43]=[CH:42][CH:41]=4)=[CH:51][CH:52]=3)=[O:58])[CH2:24]2)[CH2:5][CH2:4][CH2:3][CH2:12][CH2:11]1. The yield is 0.500. (2) The reactants are [CH3:1][S:2]([NH:5][C:6]1[CH:7]=[C:8]([CH:11]=[CH:12][C:13]=1[O:14][CH2:15][CH2:16][N:17]1[CH2:22][CH2:21][O:20][CH2:19][CH2:18]1)[CH:9]=O)(=[O:4])=[O:3].[I-].[NH:24]1[C:32]2[C:27](=[CH:28][CH:29]=[CH:30][CH:31]=2)[C:26]([CH2:33][P+](C2C=CC=CC=2)(C2C=CC=CC=2)C2C=CC=CC=2)=[N:25]1.C(=O)([O-])[O-].[K+].[K+]. The catalyst is CN(C=O)C. The product is [NH:24]1[C:32]2[C:27](=[CH:28][CH:29]=[CH:30][CH:31]=2)[C:26](/[CH:33]=[CH:9]/[C:8]2[CH:11]=[CH:12][C:13]([O:14][CH2:15][CH2:16][N:17]3[CH2:22][CH2:21][O:20][CH2:19][CH2:18]3)=[C:6]([NH:5][S:2]([CH3:1])(=[O:4])=[O:3])[CH:7]=2)=[N:25]1. The yield is 0.140. (3) The reactants are Br[C:2]1[N:6]2[C:7]3[CH:19]=[CH:18][CH:17]=[N:16][C:8]=3[NH:9][C:10]3[CH:15]=[CH:14][CH:13]=[CH:12][C:11]=3[C:5]2=[N:4][C:3]=1[C:20]1[CH:25]=[CH:24][CH:23]=[CH:22][CH:21]=1.C(O)C.C(=O)(O)[O-].[Na+].CC1(C)C(C)(C)OB([C:42]2[CH:47]=[CH:46][C:45]([C@@H:48]([NH:50][C:51](=[O:57])[O:52][C:53]([CH3:56])([CH3:55])[CH3:54])[CH3:49])=[CH:44][CH:43]=2)O1. The catalyst is C1(C)C=CC=CC=1. The product is [C:20]1([C:3]2[N:4]=[C:5]3[C:11]4[CH:12]=[CH:13][CH:14]=[CH:15][C:10]=4[NH:9][C:8]4[N:16]=[CH:17][CH:18]=[CH:19][C:7]=4[N:6]3[C:2]=2[C:42]2[CH:43]=[CH:44][C:45]([C@@H:48]([NH:50][C:51](=[O:57])[O:52][C:53]([CH3:56])([CH3:55])[CH3:54])[CH3:49])=[CH:46][CH:47]=2)[CH:25]=[CH:24][CH:23]=[CH:22][CH:21]=1. The yield is 0.310. (4) The reactants are [F:1][C:2]([F:17])([F:16])[C:3]1[CH:4]=[CH:5][C:6]([C:9]2[CH:14]=[CH:13][NH:12][C:11](=[O:15])[CH:10]=2)=[N:7][CH:8]=1.Br[C:19]1[CH:20]=[CH:21][C:22]2[C:23]3[CH2:32][N:31]([C:33]([O:35][C:36]([CH3:39])([CH3:38])[CH3:37])=[O:34])[CH2:30][CH2:29][C:24]=3[N:25]([CH3:28])[C:26]=2[CH:27]=1. No catalyst specified. The product is [CH3:28][N:25]1[C:26]2[CH:27]=[C:19]([N:12]3[CH:13]=[CH:14][C:9]([C:6]4[CH:5]=[CH:4][C:3]([C:2]([F:1])([F:16])[F:17])=[CH:8][N:7]=4)=[CH:10][C:11]3=[O:15])[CH:20]=[CH:21][C:22]=2[C:23]2[CH2:32][N:31]([C:33]([O:35][C:36]([CH3:39])([CH3:38])[CH3:37])=[O:34])[CH2:30][CH2:29][C:24]1=2. The yield is 0.380. (5) The reactants are C([O:3][C:4](=[O:26])[CH2:5][CH:6]1[O:10][B:9]([OH:11])[C:8]2[CH:12]=[C:13]([O:17][C:18]3[N:19]=[N:20][C:21]([CH2:24][NH2:25])=[CH:22][CH:23]=3)[CH:14]=[C:15]([CH3:16])[C:7]1=2)C.[Li+].[OH-].Cl. The catalyst is C1COCC1.O.O. The product is [NH2:25][CH2:24][C:21]1[N:20]=[N:19][C:18]([O:17][C:13]2[CH:14]=[C:15]([CH3:16])[C:7]3[CH:6]([CH2:5][C:4]([OH:26])=[O:3])[O:10][B:9]([OH:11])[C:8]=3[CH:12]=2)=[CH:23][CH:22]=1. The yield is 0.380. (6) The reactants are C(OC(=O)[NH:7][C@@H:8]1[CH2:13][CH2:12][C@@H:11]([C:14](=[O:28])[NH:15][C:16]2[CH:17]=[CH:18][CH:19]=[C:20]3[C:25]=2[N:24]=[C:23]([C:26]#[N:27])[CH:22]=[CH:21]3)[CH2:10][C@@H:9]1[OH:29])(C)(C)C.FC(F)(F)C(O)=O. The catalyst is ClCCl. The product is [C:26]([C:23]1[CH:22]=[CH:21][C:20]2[C:25](=[C:16]([NH:15][C:14]([C@@H:11]3[CH2:12][CH2:13][C@@H:8]([NH2:7])[C@@H:9]([OH:29])[CH2:10]3)=[O:28])[CH:17]=[CH:18][CH:19]=2)[N:24]=1)#[N:27]. The yield is 0.610.